From a dataset of NCI-60 drug combinations with 297,098 pairs across 59 cell lines. Regression. Given two drug SMILES strings and cell line genomic features, predict the synergy score measuring deviation from expected non-interaction effect. (1) Drug 1: C1=CC(=CC=C1CC(C(=O)O)N)N(CCCl)CCCl.Cl. Drug 2: CC1=C2C(C(=O)C3(C(CC4C(C3C(C(C2(C)C)(CC1OC(=O)C(C(C5=CC=CC=C5)NC(=O)OC(C)(C)C)O)O)OC(=O)C6=CC=CC=C6)(CO4)OC(=O)C)O)C)O. Cell line: HCT-15. Synergy scores: CSS=19.8, Synergy_ZIP=-1.53, Synergy_Bliss=6.10, Synergy_Loewe=0.239, Synergy_HSA=2.30. (2) Drug 1: CN(C)C1=NC(=NC(=N1)N(C)C)N(C)C. Drug 2: CC(C)NC(=O)C1=CC=C(C=C1)CNNC.Cl. Cell line: SK-MEL-28. Synergy scores: CSS=-4.77, Synergy_ZIP=4.48, Synergy_Bliss=7.13, Synergy_Loewe=-0.625, Synergy_HSA=0.206. (3) Drug 1: CS(=O)(=O)CCNCC1=CC=C(O1)C2=CC3=C(C=C2)N=CN=C3NC4=CC(=C(C=C4)OCC5=CC(=CC=C5)F)Cl. Drug 2: C(CN)CNCCSP(=O)(O)O. Cell line: CCRF-CEM. Synergy scores: CSS=-4.68, Synergy_ZIP=0.203, Synergy_Bliss=-3.92, Synergy_Loewe=-9.87, Synergy_HSA=-6.05. (4) Drug 1: CC1=C(C=C(C=C1)NC2=NC=CC(=N2)N(C)C3=CC4=NN(C(=C4C=C3)C)C)S(=O)(=O)N.Cl. Drug 2: C(CN)CNCCSP(=O)(O)O. Cell line: LOX IMVI. Synergy scores: CSS=-1.58, Synergy_ZIP=-1.23, Synergy_Bliss=-3.88, Synergy_Loewe=-1.86, Synergy_HSA=-3.07.